Regression. Given two drug SMILES strings and cell line genomic features, predict the synergy score measuring deviation from expected non-interaction effect. From a dataset of NCI-60 drug combinations with 297,098 pairs across 59 cell lines. (1) Drug 1: CC1C(C(CC(O1)OC2CC(CC3=C2C(=C4C(=C3O)C(=O)C5=C(C4=O)C(=CC=C5)OC)O)(C(=O)C)O)N)O.Cl. Drug 2: C(=O)(N)NO. Cell line: OVCAR3. Synergy scores: CSS=25.8, Synergy_ZIP=-6.12, Synergy_Bliss=1.58, Synergy_Loewe=-9.67, Synergy_HSA=-0.552. (2) Drug 1: CC(CN1CC(=O)NC(=O)C1)N2CC(=O)NC(=O)C2. Drug 2: CC=C1C(=O)NC(C(=O)OC2CC(=O)NC(C(=O)NC(CSSCCC=C2)C(=O)N1)C(C)C)C(C)C. Cell line: SF-539. Synergy scores: CSS=63.4, Synergy_ZIP=-7.08, Synergy_Bliss=-8.43, Synergy_Loewe=-7.28, Synergy_HSA=-5.12. (3) Drug 1: COC1=CC(=CC(=C1O)OC)C2C3C(COC3=O)C(C4=CC5=C(C=C24)OCO5)OC6C(C(C7C(O6)COC(O7)C8=CC=CS8)O)O. Drug 2: C1CN(P(=O)(OC1)NCCCl)CCCl. Cell line: HCT116. Synergy scores: CSS=52.6, Synergy_ZIP=-3.20, Synergy_Bliss=-2.49, Synergy_Loewe=-65.3, Synergy_HSA=-2.43. (4) Drug 1: CC1=CC2C(CCC3(C2CCC3(C(=O)C)OC(=O)C)C)C4(C1=CC(=O)CC4)C. Cell line: A549. Drug 2: C1CN(CCN1C(=O)CCBr)C(=O)CCBr. Synergy scores: CSS=24.0, Synergy_ZIP=-1.41, Synergy_Bliss=1.50, Synergy_Loewe=-11.4, Synergy_HSA=4.66. (5) Drug 1: C1=CN(C(=O)N=C1N)C2C(C(C(O2)CO)O)O.Cl. Drug 2: CN(CCCl)CCCl.Cl. Cell line: MALME-3M. Synergy scores: CSS=17.0, Synergy_ZIP=-6.61, Synergy_Bliss=-0.827, Synergy_Loewe=-7.88, Synergy_HSA=1.31. (6) Drug 1: CC1CCC2CC(C(=CC=CC=CC(CC(C(=O)C(C(C(=CC(C(=O)CC(OC(=O)C3CCCCN3C(=O)C(=O)C1(O2)O)C(C)CC4CCC(C(C4)OC)O)C)C)O)OC)C)C)C)OC. Drug 2: CCC1(CC2CC(C3=C(CCN(C2)C1)C4=CC=CC=C4N3)(C5=C(C=C6C(=C5)C78CCN9C7C(C=CC9)(C(C(C8N6C)(C(=O)OC)O)OC(=O)C)CC)OC)C(=O)OC)O.OS(=O)(=O)O. Cell line: HT29. Synergy scores: CSS=1.58, Synergy_ZIP=2.81, Synergy_Bliss=3.99, Synergy_Loewe=-0.635, Synergy_HSA=-0.533. (7) Drug 1: C1C(C(OC1N2C=C(C(=O)NC2=O)F)CO)O. Drug 2: C1CC(=O)NC(=O)C1N2C(=O)C3=CC=CC=C3C2=O. Cell line: OVCAR-5. Synergy scores: CSS=14.1, Synergy_ZIP=-3.79, Synergy_Bliss=2.29, Synergy_Loewe=-15.5, Synergy_HSA=1.33. (8) Drug 1: CN(C)N=NC1=C(NC=N1)C(=O)N. Drug 2: C1=NC2=C(N1)C(=S)N=CN2. Cell line: MALME-3M. Synergy scores: CSS=-3.43, Synergy_ZIP=-5.07, Synergy_Bliss=-12.1, Synergy_Loewe=-30.7, Synergy_HSA=-14.3. (9) Drug 1: C1=C(C(=O)NC(=O)N1)F. Drug 2: C1=NC(=NC(=O)N1C2C(C(C(O2)CO)O)O)N. Cell line: HOP-62. Synergy scores: CSS=29.4, Synergy_ZIP=-9.87, Synergy_Bliss=-9.66, Synergy_Loewe=-8.84, Synergy_HSA=-8.87.